Predict the reactants needed to synthesize the given product. From a dataset of Full USPTO retrosynthesis dataset with 1.9M reactions from patents (1976-2016). (1) The reactants are: [Cl:1][C:2]1[CH:7]=[CH:6][C:5]([C@H:8]2[C@@H:12]([C:13]3[CH:18]=[CH:17][C:16]([Cl:19])=[CH:15][CH:14]=3)[N:11]([C:20](Cl)=[O:21])[C:10]([C:23]3[CH:28]=[CH:27][C:26]([C:29]([C:32]#[N:33])([CH3:31])[CH3:30])=[CH:25][C:24]=3[O:34][CH2:35][CH3:36])=[N:9]2)=[CH:4][CH:3]=1.[N:37]1([C:43](=[O:51])[CH2:44][N:45]2[CH2:50][CH2:49][NH:48][CH2:47][CH2:46]2)[CH2:42][CH2:41][O:40][CH2:39][CH2:38]1. Given the product [Cl:1][C:2]1[CH:3]=[CH:4][C:5]([C@H:8]2[C@@H:12]([C:13]3[CH:14]=[CH:15][C:16]([Cl:19])=[CH:17][CH:18]=3)[N:11]([C:20]([N:48]3[CH2:49][CH2:50][N:45]([CH2:44][C:43]([N:37]4[CH2:38][CH2:39][O:40][CH2:41][CH2:42]4)=[O:51])[CH2:46][CH2:47]3)=[O:21])[C:10]([C:23]3[CH:28]=[CH:27][C:26]([C:29]([CH3:30])([CH3:31])[C:32]#[N:33])=[CH:25][C:24]=3[O:34][CH2:35][CH3:36])=[N:9]2)=[CH:6][CH:7]=1, predict the reactants needed to synthesize it. (2) The reactants are: [Li]CCCC.Br[C-:7]1[CH:11]=[CH:10][CH:9]=[CH:8]1.[C-:12]1([Br:17])[CH:16]=[CH:15][CH:14]=[CH:13]1.[Fe+2:18].[Cl-].[CH:20]1([PH:26][CH:27]2[CH2:32][CH2:31][CH2:30][CH2:29][CH2:28]2)[CH2:25][CH2:24][CH2:23][CH2:22][CH2:21]1.O. Given the product [CH:27]1([P:26]([CH:20]2[CH2:21][CH2:22][CH2:23][CH2:24][CH2:25]2)[C-:7]2[CH:11]=[CH:10][CH:9]=[CH:8]2)[CH2:28][CH2:29][CH2:30][CH2:31][CH2:32]1.[Br:17][C-:12]1[CH:16]=[CH:15][CH:14]=[CH:13]1.[Fe+2:18], predict the reactants needed to synthesize it.